Predict the reaction yield, written as a fraction of the theoretical maximum amount of product (1.0 means a 100% yield; for example, 0.34 means a 34% yield). From a dataset of Reaction yield outcomes from USPTO patents with 853,638 reactions. (1) The reactants are [Br:1][C:2]1[CH:7]=[CH:6][C:5]([S:8](Cl)(=[O:10])=[O:9])=[C:4]([O:12][C:13]([F:16])([F:15])[F:14])[CH:3]=1.[C:17]([NH2:21])([CH3:20])([CH3:19])[CH3:18]. The catalyst is ClCCl. The product is [Br:1][C:2]1[CH:7]=[CH:6][C:5]([S:8]([NH:21][C:17]([CH3:20])([CH3:19])[CH3:18])(=[O:10])=[O:9])=[C:4]([O:12][C:13]([F:16])([F:15])[F:14])[CH:3]=1. The yield is 0.850. (2) The reactants are [F:1][C:2]([F:26])([F:25])[C:3]1[CH:20]=[C:19]([C:21]([F:24])([F:23])[F:22])[CH:18]=[CH:17][C:4]=1[CH2:5][O:6][C:7]1[CH:14]=[CH:13][C:10](C=O)=[CH:9][C:8]=1[O:15][CH3:16].[NH:27]=[C:28]1[N:32](C(C2C=CC=CC=2)=O)[C:31](=[O:41])[NH:30][CH2:29]1.N1CCCC[CH2:43]1. The catalyst is C(O)C. The product is [F:26][C:2]([F:25])([F:1])[C:3]1[CH:20]=[C:19]([C:21]([F:24])([F:22])[F:23])[CH:18]=[CH:17][C:4]=1[CH2:5][O:6][C:7]1[CH:14]=[CH:13][C:10](/[CH:43]=[C:29]2\[NH:30][C:31](=[O:41])[NH:32][C:28]\2=[NH:27])=[CH:9][C:8]=1[O:15][CH3:16]. The yield is 0.0900.